Dataset: Full USPTO retrosynthesis dataset with 1.9M reactions from patents (1976-2016). Task: Predict the reactants needed to synthesize the given product. Given the product [Br:22][C:23]1[CH:28]=[CH:27][CH:26]=[CH:25][C:24]=1[NH:29][C:30](=[O:31])[O:14][C:11]1[CH:12]=[C:13]2[C:8]([CH2:7][CH2:6][CH2:5][N:4]2[CH2:1][C:2]#[CH:3])=[CH:9][CH:10]=1, predict the reactants needed to synthesize it. The reactants are: [CH2:1]([N:4]1[C:13]2[C:8](=[CH:9][CH:10]=[C:11]([OH:14])[CH:12]=2)[CH2:7][CH2:6][CH2:5]1)[C:2]#[CH:3].C(N(CC)CC)C.[Br:22][C:23]1[CH:28]=[CH:27][CH:26]=[CH:25][C:24]=1[N:29]=[C:30]=[O:31].